Dataset: Forward reaction prediction with 1.9M reactions from USPTO patents (1976-2016). Task: Predict the product of the given reaction. Given the reactants [CH3:1][C:2]1[C:3]([C:26]2[CH:31]=[CH:30][CH:29]=[CH:28][CH:27]=2)=[C:4]([O:14][C:15]2[CH:20]=[CH:19][C:18]([O:21][CH2:22][C:23]([OH:25])=[O:24])=[CH:17][CH:16]=2)[C:5]2[C:10]([CH:11]=1)=[CH:9][C:8]([O:12]C)=[CH:7][CH:6]=2.B(Br)(Br)Br.C([O-])(O)=O.[Na+], predict the reaction product. The product is: [OH:12][C:8]1[CH:9]=[C:10]2[C:5](=[CH:6][CH:7]=1)[C:4]([O:14][C:15]1[CH:16]=[CH:17][C:18]([O:21][CH2:22][C:23]([OH:25])=[O:24])=[CH:19][CH:20]=1)=[C:3]([C:26]1[CH:27]=[CH:28][CH:29]=[CH:30][CH:31]=1)[C:2]([CH3:1])=[CH:11]2.